Dataset: Forward reaction prediction with 1.9M reactions from USPTO patents (1976-2016). Task: Predict the product of the given reaction. (1) Given the reactants C(O)(C(F)(F)F)=O.[CH3:8][C:9]1[CH:18]=[CH:17][C:16]2[C:11](=[CH:12][CH:13]=[CH:14][CH:15]=2)[C:10]=1[CH2:19][N:20]1[C:26](=[O:27])[C@@H:25]([NH:28]C(=O)OC(C)(C)C)[CH2:24][O:23][C:22]2[CH:36]=[CH:37][CH:38]=[CH:39][C:21]1=2, predict the reaction product. The product is: [NH2:28][C@H:25]1[CH2:24][O:23][C:22]2[CH:36]=[CH:37][CH:38]=[CH:39][C:21]=2[N:20]([CH2:19][C:10]2[C:11]3[C:16](=[CH:15][CH:14]=[CH:13][CH:12]=3)[CH:17]=[CH:18][C:9]=2[CH3:8])[C:26]1=[O:27]. (2) Given the reactants [NH2:1][C:2]1[CH:3]=[C:4]([CH:21]=[CH:22][CH:23]=1)[O:5][C:6]1[CH:7]=[CH:8][C:9]2[N:10]([CH:12]=[C:13]([NH:15][C:16]([CH:18]3[CH2:20][CH2:19]3)=[O:17])[N:14]=2)[N:11]=1.Cl.[N:25]1[CH:30]=[CH:29][CH:28]=[C:27]([C:31](Cl)=[O:32])[CH:26]=1, predict the reaction product. The product is: [CH:18]1([C:16]([NH:15][C:13]2[N:14]=[C:9]3[CH:8]=[CH:7][C:6]([O:5][C:4]4[CH:3]=[C:2]([NH:1][C:31](=[O:32])[C:27]5[CH:28]=[CH:29][CH:30]=[N:25][CH:26]=5)[CH:23]=[CH:22][CH:21]=4)=[N:11][N:10]3[CH:12]=2)=[O:17])[CH2:20][CH2:19]1.